From a dataset of Full USPTO retrosynthesis dataset with 1.9M reactions from patents (1976-2016). Predict the reactants needed to synthesize the given product. (1) Given the product [F:20][CH:19]([F:21])[O:18][C:14]1[CH:13]=[C:12]([C:5]2[N:4]=[C:3]([CH2:2][C:30]3[CH:31]=[N:32][C:33]([C:36]#[N:37])=[N:34][CH:35]=3)[CH:8]=[N:7][C:6]=2[O:9][CH2:10][CH3:11])[CH:17]=[CH:16][CH:15]=1, predict the reactants needed to synthesize it. The reactants are: Br[CH2:2][C:3]1[N:4]=[C:5]([C:12]2[CH:17]=[CH:16][CH:15]=[C:14]([O:18][CH:19]([F:21])[F:20])[CH:13]=2)[C:6]([O:9][CH2:10][CH3:11])=[N:7][CH:8]=1.CC1(C)C(C)(C)OB([C:30]2[CH:31]=[N:32][C:33]([C:36]#[N:37])=[N:34][CH:35]=2)O1.CCO.C(=O)(O)[O-].[Na+]. (2) Given the product [Br:24][CH2:2][CH2:3][C:4]1[C:13]2[C:8](=[CH:9][C:10]([O:14][CH2:15][C:16]3[CH:21]=[CH:20][CH:19]=[CH:18][CH:17]=3)=[CH:11][CH:12]=2)[O:7][C:6](=[O:22])[CH:5]=1, predict the reactants needed to synthesize it. The reactants are: O[CH2:2][CH2:3][C:4]1[C:13]2[C:8](=[CH:9][C:10]([O:14][CH2:15][C:16]3[CH:21]=[CH:20][CH:19]=[CH:18][CH:17]=3)=[CH:11][CH:12]=2)[O:7][C:6](=[O:22])[CH:5]=1.C(Br)(Br)(Br)[Br:24].C1(P(C2C=CC=CC=2)C2C=CC=CC=2)C=CC=CC=1.